Dataset: Full USPTO retrosynthesis dataset with 1.9M reactions from patents (1976-2016). Task: Predict the reactants needed to synthesize the given product. (1) Given the product [Br:1][C:2]1[CH:11]=[C:10]2[C:5]([CH2:6][CH2:7][CH:8]([NH2:16])[CH2:9]2)=[CH:4][C:3]=1[F:13], predict the reactants needed to synthesize it. The reactants are: [Br:1][C:2]1[CH:11]=[C:10]2[C:5]([CH2:6][CH2:7][C:8](=O)[CH2:9]2)=[CH:4][C:3]=1[F:13].[BH3-]C#[N:16].[Na+]. (2) Given the product [CH3:13][S:14]([O:1][CH2:2][C:3]1[C:4](=[O:12])[N:5]([CH2:9][CH2:10][CH3:11])[CH:6]=[CH:7][CH:8]=1)(=[O:16])=[O:15], predict the reactants needed to synthesize it. The reactants are: [OH:1][CH2:2][C:3]1[C:4](=[O:12])[N:5]([CH2:9][CH2:10][CH3:11])[CH:6]=[CH:7][CH:8]=1.[CH3:13][S:14](Cl)(=[O:16])=[O:15].C(N(CC)CC)C.